Dataset: Forward reaction prediction with 1.9M reactions from USPTO patents (1976-2016). Task: Predict the product of the given reaction. Given the reactants [O:1]([C:8]1[CH:13]=[CH:12][CH:11]=[CH:10][C:9]=1B(O)O)[C:2]1[CH:7]=[CH:6][CH:5]=[CH:4][CH:3]=1.I[C:18]1[CH:23]=[CH:22][C:21]([OH:24])=[CH:20][CH:19]=1.N#N.C([O-])([O-])=O.[K+].[K+].Cl, predict the reaction product. The product is: [O:1]([C:8]1[CH:13]=[CH:12][CH:11]=[CH:10][C:9]=1[C:18]1[CH:23]=[CH:22][C:21]([OH:24])=[CH:20][CH:19]=1)[C:2]1[CH:7]=[CH:6][CH:5]=[CH:4][CH:3]=1.